The task is: Predict the product of the given reaction.. This data is from Forward reaction prediction with 1.9M reactions from USPTO patents (1976-2016). Given the reactants [C:1]1([C:7]2[N:8]=[N:9][N:10]([CH2:12][O:13][C:14]3[CH:23]=[CH:22][C:21]4[C:16](=[CH:17][CH:18]=[CH:19][CH:20]=4)[CH:15]=3)[CH:11]=2)[CH:6]=[CH:5][CH:4]=[CH:3][CH:2]=1.[F:24][C:25]([F:32])([F:31])[S:26]([O:29]C)(=[O:28])=[O:27], predict the reaction product. The product is: [F:24][C:25]([F:32])([F:31])[S:26]([O-:29])(=[O:28])=[O:27].[CH3:25][N:8]1[C:7]([C:1]2[CH:6]=[CH:5][CH:4]=[CH:3][CH:2]=2)=[CH:11][N+:10]([CH2:12][O:13][C:14]2[CH:23]=[CH:22][C:21]3[C:16](=[CH:17][CH:18]=[CH:19][CH:20]=3)[CH:15]=2)=[N:9]1.